This data is from Reaction yield outcomes from USPTO patents with 853,638 reactions. The task is: Predict the reaction yield, written as a fraction of the theoretical maximum amount of product (1.0 means a 100% yield; for example, 0.34 means a 34% yield). (1) The reactants are [O:1]=[C:2]1[CH2:7][CH2:6][CH:5]([O:8][C:9](=[O:18])[CH:10]=[CH:11][C:12]2[CH:17]=[CH:16][CH:15]=[CH:14][CH:13]=2)[CH2:4][CH2:3]1.ClC1C=C(C=CC=1)C(OO)=[O:24]. The catalyst is ClCCl. The product is [O:24]=[C:2]1[O:1][CH2:7][CH2:6][CH:5]([O:8][C:9](=[O:18])[CH:10]=[CH:11][C:12]2[CH:17]=[CH:16][CH:15]=[CH:14][CH:13]=2)[CH2:4][CH2:3]1. The yield is 0.700. (2) The product is [C:31]([O:30][C:29]([N:28]([C@H:13]1[CH2:12][CH2:11][CH2:10][C@H:9]([O:8][CH2:1][C:2]2[CH:3]=[CH:4][CH:5]=[CH:6][CH:7]=2)[C@@H:17]([O:18][CH2:19][C:20]2[CH:25]=[CH:24][CH:23]=[CH:22][CH:21]=2)[C@H:16]([CH3:26])[O:15][C:14]1=[O:27])[C:36](=[O:37])[O:38][C:39]([CH3:42])([CH3:41])[CH3:40])=[O:35])([CH3:34])([CH3:33])[CH3:32]. The catalyst is CN(C1C=CN=CC=1)C.CC#N. The yield is 0.420. The reactants are [CH2:1]([O:8][C@@H:9]1[C@@H:17]([O:18][CH2:19][C:20]2[CH:25]=[CH:24][CH:23]=[CH:22][CH:21]=2)[C@H:16]([CH3:26])[O:15][C:14](=[O:27])[C@@H:13]([NH:28][C:29](=[O:35])[O:30][C:31]([CH3:34])([CH3:33])[CH3:32])[CH2:12][CH2:11][CH2:10]1)[C:2]1[CH:7]=[CH:6][CH:5]=[CH:4][CH:3]=1.[C:36](O[C:36]([O:38][C:39]([CH3:42])([CH3:41])[CH3:40])=[O:37])([O:38][C:39]([CH3:42])([CH3:41])[CH3:40])=[O:37].